This data is from Reaction yield outcomes from USPTO patents with 853,638 reactions. The task is: Predict the reaction yield, written as a fraction of the theoretical maximum amount of product (1.0 means a 100% yield; for example, 0.34 means a 34% yield). (1) The reactants are [CH3:1][O:2][C:3](=[O:13])[C@@H:4]([NH2:12])[CH2:5][CH:6]1[CH2:11][CH2:10][CH2:9][CH2:8][CH2:7]1.C(N(CC)C(C)C)(C)C.C([O:25][C:26](=O)/[CH:27]=[C:28](/[O:31][C:32]1[CH:37]=[CH:36][C:35]([Cl:38])=[CH:34][C:33]=1[Cl:39])\[CH2:29]Br)C. The catalyst is CN(C)C=O. The product is [CH3:1][O:2][C:3](=[O:13])[C@@H:4]([N:12]1[CH2:29][C:28]([O:31][C:32]2[CH:37]=[CH:36][C:35]([Cl:38])=[CH:34][C:33]=2[Cl:39])=[CH:27][C:26]1=[O:25])[CH2:5][CH:6]1[CH2:11][CH2:10][CH2:9][CH2:8][CH2:7]1. The yield is 0.270. (2) The product is [C:34]([C:38]1[CH:43]=[C:42]([N:1]2[CH:8]=[CH:7][C:5](=[O:6])[NH:4][C:2]2=[O:3])[CH:41]=[C:40]([I:45])[C:39]=1[O:46][CH3:47])([CH3:37])([CH3:35])[CH3:36]. The yield is 0.700. The reactants are [NH:1]1[CH:8]=[CH:7][C:5](=[O:6])[NH:4][C:2]1=[O:3].[O-]P([O-])([O-])=O.[K+].[K+].[K+].C(C1C=CC=CC=1NC(=O)C1C=CC=CN=1)#N.[C:34]([C:38]1[CH:43]=[C:42](I)[CH:41]=[C:40]([I:45])[C:39]=1[O:46][CH3:47])([CH3:37])([CH3:36])[CH3:35]. The catalyst is CS(C)=O.[Cu]I.CC#N. (3) The reactants are [NH:1]1[C:9]2[C:4](=[CH:5][C:6]([CH:10]=[O:11])=[CH:7][CH:8]=2)[CH:3]=[CH:2]1.[H-].[Na+].CI.[C:16](OCC)(=O)C. The catalyst is CN(C=O)C. The product is [CH3:16][N:1]1[C:9]2[C:4](=[CH:5][C:6]([CH:10]=[O:11])=[CH:7][CH:8]=2)[CH:3]=[CH:2]1. The yield is 0.910. (4) The reactants are [NH2:1][C:2]1([C:8]([OH:10])=[O:9])[CH2:7][CH2:6][CH2:5][CH2:4][CH2:3]1.S(Cl)(Cl)=O.[CH3:15]O. No catalyst specified. The product is [NH2:1][C:2]1([C:8]([O:10][CH3:15])=[O:9])[CH2:7][CH2:6][CH2:5][CH2:4][CH2:3]1. The yield is 0.710. (5) The reactants are [NH2:1][C:2]1[CH:7]=[C:6](Cl)[N:5]=[C:4]([Cl:9])[CH:3]=1.[NH:10]1[CH2:15][CH2:14][O:13][CH2:12][CH2:11]1.CS(C)=O. No catalyst specified. The product is [Cl:9][C:4]1[CH:3]=[C:2]([NH2:1])[CH:7]=[C:6]([N:10]2[CH2:15][CH2:14][O:13][CH2:12][CH2:11]2)[N:5]=1. The yield is 0.530. (6) The reactants are [F:1][C:2]1[CH:3]=[C:4]([CH:8]=[CH:9][C:10]=1[OH:11])[C:5]([OH:7])=O.[CH2:12]1[C@H:21]2[C@H:16]([CH2:17][CH2:18][C:19]3[CH:25]=[CH:24][CH:23]=[CH:22][C:20]=32)[NH:15][CH2:14][CH2:13]1.F[P-](F)(F)(F)(F)F.N1(OC(N(C)C)=[N+](C)C)C2N=CC=CC=2N=N1. No catalyst specified. The product is [F:1][C:2]1[CH:3]=[C:4]([C:5]([N:15]2[C@@H:16]3[C@@H:21]([C:20]4[CH:22]=[CH:23][CH:24]=[CH:25][C:19]=4[CH2:18][CH2:17]3)[CH2:12][CH2:13][CH2:14]2)=[O:7])[CH:8]=[CH:9][C:10]=1[OH:11]. The yield is 0.400. (7) The reactants are [H-].[Na+].[F:3][C:4]([F:14])([F:13])[CH:5]([C:7]1[CH:12]=[CH:11][CH:10]=[CH:9][CH:8]=1)[OH:6].[Cl:15][C:16]1[CH:21]=[C:20](Cl)[N:19]=[CH:18][N:17]=1. The catalyst is C1COCC1.CCOC(C)=O. The product is [Cl:15][C:16]1[CH:21]=[C:20]([O:6][CH:5]([C:7]2[CH:12]=[CH:11][CH:10]=[CH:9][CH:8]=2)[C:4]([F:13])([F:14])[F:3])[N:19]=[CH:18][N:17]=1. The yield is 0.950. (8) The reactants are O/[CH:2]=[C:3](\[CH2:8][C:9]1[CH:10]=[N:11][CH:12]=[N:13][CH:14]=1)/[C:4]([O:6]C)=O.OS(C(F)(F)F)(=O)=O.[C:23](=[NH:46])([O:25][CH2:26][CH2:27][C:28]1[CH:33]=[CH:32][C:31]([O:34][C:35]2[CH:40]=[CH:39][C:38]([Cl:41])=[C:37]([C:42]([F:45])([F:44])[F:43])[CH:36]=2)=[CH:30][CH:29]=1)[NH2:24].C([O-])([O-])=O.[K+].[K+]. The catalyst is CN1C(=O)CCC1. The product is [Cl:41][C:38]1[CH:39]=[CH:40][C:35]([O:34][C:31]2[CH:32]=[CH:33][C:28]([CH2:27][CH2:26][O:25][C:23]3[NH:46][CH:2]=[C:3]([CH2:8][C:9]4[CH:10]=[N:11][CH:12]=[N:13][CH:14]=4)[C:4](=[O:6])[N:24]=3)=[CH:29][CH:30]=2)=[CH:36][C:37]=1[C:42]([F:43])([F:44])[F:45]. The yield is 0.249. (9) The reactants are CC1C(=O)NC(=O)NC=1C(O)=O.[OH:13][C:14]1[N:19]=[C:18]([OH:20])[CH:17]=[C:16]([C:21]([O:23][CH3:24])=[O:22])[N:15]=1.S(Cl)([Cl:28])(=O)=O. The catalyst is C(OC(=O)C)(=O)C. The product is [Cl:28][C:17]1[C:18]([OH:20])=[N:19][C:14]([OH:13])=[N:15][C:16]=1[C:21]([O:23][CH3:24])=[O:22]. The yield is 0.890.